This data is from Full USPTO retrosynthesis dataset with 1.9M reactions from patents (1976-2016). The task is: Predict the reactants needed to synthesize the given product. (1) The reactants are: C([O:5][C:6](=[O:36])[CH2:7][O:8][C:9]1[C:18]2[CH2:17][CH2:16][CH2:15][C@@H:14]([NH:19][S:20]([C:23]3[CH:28]=[CH:27][C:26]([C:29]4[CH:34]=[CH:33][CH:32]=[CH:31][C:30]=4[Cl:35])=[CH:25][CH:24]=3)(=[O:22])=[O:21])[C:13]=2[CH:12]=[CH:11][CH:10]=1)(C)(C)C.[OH-].[Li+]. Given the product [Cl:35][C:30]1[CH:31]=[CH:32][CH:33]=[CH:34][C:29]=1[C:26]1[CH:27]=[CH:28][C:23]([S:20]([NH:19][C@@H:14]2[CH2:15][CH2:16][CH2:17][C:18]3[C:9]([O:8][CH2:7][C:6]([OH:36])=[O:5])=[CH:10][CH:11]=[CH:12][C:13]2=3)(=[O:21])=[O:22])=[CH:24][CH:25]=1, predict the reactants needed to synthesize it. (2) Given the product [Cl:20][C:14]1[CH:15]=[C:16]([Cl:19])[CH:17]=[CH:18][C:13]=1[C:10]1[CH:11]=[CH:12][C:7]([NH:6][C:4]([C:3]2[CH:21]=[C:22]([F:26])[C:23]([F:25])=[CH:24][C:2]=2[C:35]2[CH:36]=[CH:37][C:38]([C:41]([NH:43][CH2:44][CH2:45][C:46]([O:48][CH2:49][CH3:50])=[O:47])=[O:42])=[N:39][CH:40]=2)=[O:5])=[CH:8][CH:9]=1, predict the reactants needed to synthesize it. The reactants are: Br[C:2]1[CH:24]=[C:23]([F:25])[C:22]([F:26])=[CH:21][C:3]=1[C:4]([NH:6][C:7]1[CH:12]=[CH:11][C:10]([C:13]2[CH:18]=[CH:17][C:16]([Cl:19])=[CH:15][C:14]=2[Cl:20])=[CH:9][CH:8]=1)=[O:5].CC1(C)C(C)(C)OB([C:35]2[CH:36]=[CH:37][C:38]([C:41]([NH:43][CH2:44][CH2:45][C:46]([O:48][CH2:49][CH3:50])=[O:47])=[O:42])=[N:39][CH:40]=2)O1.C([O-])([O-])=O.[K+].[K+].O.